This data is from Forward reaction prediction with 1.9M reactions from USPTO patents (1976-2016). The task is: Predict the product of the given reaction. (1) The product is: [C:1]([O:5][C:6]([NH:8][C:9]1[CH:14]=[CH:13][C:12]([CH2:15][C:16]([NH2:23])=[O:17])=[C:11]([N+:19]([O-:21])=[O:20])[CH:10]=1)=[O:7])([CH3:4])([CH3:3])[CH3:2]. Given the reactants [C:1]([O:5][C:6]([NH:8][C:9]1[CH:14]=[CH:13][C:12]([CH2:15][C:16](O)=[O:17])=[C:11]([N+:19]([O-:21])=[O:20])[CH:10]=1)=[O:7])([CH3:4])([CH3:3])[CH3:2].C[N:23](C(ON1N=NC2C=CC(Cl)=CC1=2)=[N+](C)C)C.F[P-](F)(F)(F)(F)F.ClC1C=CC2N=NN(O)C=2C=1.C(N(C(C)C)CC)(C)C.C(=O)([O-])[O-].[Na+].[Na+], predict the reaction product. (2) Given the reactants Cl[C:2]1[CH:11]=[C:10]([C:12]2[CH:17]=[CH:16][CH:15]=[CH:14][C:13]=2[CH3:18])[C:5]([C:6]([NH:8][CH3:9])=[O:7])=[CH:4][N:3]=1.[CH3:19][N:20]1[CH2:25][CH2:24][NH:23][CH2:22][CH2:21]1, predict the reaction product. The product is: [CH3:9][NH:8][C:6](=[O:7])[C:5]1[C:10]([C:12]2[CH:17]=[CH:16][CH:15]=[CH:14][C:13]=2[CH3:18])=[CH:11][C:2]([N:23]2[CH2:24][CH2:25][N:20]([CH3:19])[CH2:21][CH2:22]2)=[N:3][CH:4]=1. (3) Given the reactants [F:1][C:2]1[CH:9]=[C:8]([OH:10])[C:7]([CH:11]2[C:19]3[C:14](=[CH:15][CH:16]=[CH:17][CH:18]=3)[N:13]([CH2:20][C:21]3[CH:26]=[CH:25][C:24]([O:27][CH3:28])=[CH:23][CH:22]=3)[C:12]2=[O:29])=[CH:6][C:3]=1[C:4]#[N:5].Cl[CH2:31]I.C(=O)([O-])[O-].[Cs+].[Cs+], predict the reaction product. The product is: [F:1][C:2]1[C:3]([C:4]#[N:5])=[CH:6][C:7]2[C:11]3([CH2:31][O:10][C:8]=2[CH:9]=1)[C:19]1[C:14](=[CH:15][CH:16]=[CH:17][CH:18]=1)[N:13]([CH2:20][C:21]1[CH:22]=[CH:23][C:24]([O:27][CH3:28])=[CH:25][CH:26]=1)[C:12]3=[O:29]. (4) The product is: [ClH:41].[ClH:41].[ClH:41].[CH3:1][C:2]1[C:6]([C:7]2[C:16]3[O:15][CH2:14][C@H:13]([C:17]4[CH:22]=[CH:21][CH:20]=[CH:19][N:18]=4)[N:12]4[C:23]([N:25]5[CH2:30][CH2:29][NH:28][CH2:27][CH2:26]5)=[N:24][C:10]([C:11]=34)=[CH:9][CH:8]=2)=[C:5]([CH3:38])[O:4][N:3]=1. Given the reactants [CH3:1][C:2]1[C:6]([C:7]2[C:16]3[O:15][CH2:14][C@H:13]([C:17]4[CH:22]=[CH:21][CH:20]=[CH:19][N:18]=4)[N:12]4[C:23]([N:25]5[CH2:30][CH2:29][N:28](C(OC(C)(C)C)=O)[CH2:27][CH2:26]5)=[N:24][C:10]([C:11]=34)=[CH:9][CH:8]=2)=[C:5]([CH3:38])[O:4][N:3]=1.CO.[ClH:41], predict the reaction product. (5) The product is: [Cl:15][C:16]1[CH:17]=[C:18]([CH:21]=[CH:22][C:23]=1[Cl:24])[CH2:19][NH:20][C:2]1[CH:3]=[CH:4][C:5]2[N:6]([C:8]([N+:12]([O-:14])=[O:13])=[C:9]([CH3:11])[N:10]=2)[N:7]=1. Given the reactants Cl[C:2]1[CH:3]=[CH:4][C:5]2[N:6]([C:8]([N+:12]([O-:14])=[O:13])=[C:9]([CH3:11])[N:10]=2)[N:7]=1.[Cl:15][C:16]1[CH:17]=[C:18]([CH:21]=[CH:22][C:23]=1[Cl:24])[CH2:19][NH2:20], predict the reaction product. (6) The product is: [C:15]([C:17]1[CH:22]=[CH:21][C:20]([C:2]2[CH:3]=[N:4][CH:5]=[C:6]3[C:11]=2[N:10]=[C:9]([C:12]([NH2:14])=[O:13])[CH:8]=[CH:7]3)=[CH:19][CH:18]=1)#[N:16]. Given the reactants Br[C:2]1[CH:3]=[N:4][CH:5]=[C:6]2[C:11]=1[N:10]=[C:9]([C:12]([NH2:14])=[O:13])[CH:8]=[CH:7]2.[C:15]([C:17]1[CH:22]=[CH:21][C:20](B(O)O)=[CH:19][CH:18]=1)#[N:16].C(=O)([O-])[O-].[Cs+].[Cs+], predict the reaction product. (7) Given the reactants C(NC(C)C)(C)C.C([Li])CCC.[Si:13]([O:20][C@H:21]1[CH2:26][N:25]([CH2:27][C:28]2[CH:33]=[CH:32][C:31]([F:34])=[CH:30][C:29]=2[Cl:35])[C:24](=[O:36])[CH2:23][CH2:22]1)([C:16]([CH3:19])([CH3:18])[CH3:17])([CH3:15])[CH3:14].[F:37]NS(C1C=CC=CC=1)(=O)=O, predict the reaction product. The product is: [Si:13]([O:20][C@H:21]1[CH2:26][N:25]([CH2:27][C:28]2[CH:33]=[CH:32][C:31]([F:34])=[CH:30][C:29]=2[Cl:35])[C:24](=[O:36])[CH:23]([F:37])[CH2:22]1)([C:16]([CH3:19])([CH3:18])[CH3:17])([CH3:15])[CH3:14].